From a dataset of Forward reaction prediction with 1.9M reactions from USPTO patents (1976-2016). Predict the product of the given reaction. (1) Given the reactants [F-].C([NH3+])(C)(C)C.[Si]([O:24][CH2:25][C:26]1[C:27]([N:42]2[CH2:47][C@H:46]([CH3:48])[O:45][C@H:44]([CH3:49])[CH2:43]2)=[C:28]([F:41])[C:29]([F:40])=[C:30]([C:32]([C:34]2[CH:39]=[CH:38][CH:37]=[CH:36][CH:35]=2)=[O:33])[CH:31]=1)(C(C)(C)C)(C1C=CC=CC=1)C1C=CC=CC=1, predict the reaction product. The product is: [CH3:48][C@H:46]1[O:45][C@@H:44]([CH3:49])[CH2:43][N:42]([C:27]2[C:26]([CH2:25][OH:24])=[CH:31][C:30]([C:32]([C:34]3[CH:39]=[CH:38][CH:37]=[CH:36][CH:35]=3)=[O:33])=[C:29]([F:40])[C:28]=2[F:41])[CH2:47]1. (2) Given the reactants [C:1]([O:5][C:6]([NH:8][C@@H:9]([CH2:13][CH:14]1[CH2:16][CH2:15]1)[C:10]([OH:12])=[O:11])=[O:7])([CH3:4])([CH3:3])[CH3:2].[C:17]([O-])([O-])=O.[K+].[K+], predict the reaction product. The product is: [C:1]([O:5][C:6]([NH:8][C@@H:9]([CH2:13][CH:14]1[CH2:15][CH2:16]1)[C:10]([O:12][CH3:17])=[O:11])=[O:7])([CH3:4])([CH3:2])[CH3:3]. (3) Given the reactants [NH2:1][C:2]1[CH:3]=[C:4]([CH:8]=[CH:9][C:10]=1[F:11])[C:5](O)=[O:6], predict the reaction product. The product is: [NH2:1][C:2]1[CH:3]=[C:4]([CH2:5][OH:6])[CH:8]=[CH:9][C:10]=1[F:11]. (4) Given the reactants C(OC([N:8]([C:25]1[CH:30]=[CH:29][N:28]=[C:27](Cl)[N:26]=1)[C:9]1[CH:10]=[C:11]2[C:15](=[CH:16][CH:17]=1)[N:14](C(OC(C)(C)C)=O)[N:13]=[CH:12]2)=O)(C)(C)C.C([O-])([O-])=O.[Na+].[Na+].CC(OC(OC(OC(C)(C)C)=O)=O)(C)C.[CH3:53][N:54]([CH3:73])[C:55](=[O:72])[O:56][C:57]1[CH:62]=[CH:61][CH:60]=[C:59](B2OC(C)(C)C(C)(C)O2)[CH:58]=1, predict the reaction product. The product is: [CH3:53][N:54]([CH3:73])[C:55](=[O:72])[O:56][C:57]1[CH:58]=[CH:59][CH:60]=[C:61]([C:27]2[N:26]=[C:25]([NH:8][C:9]3[CH:10]=[C:11]4[C:15](=[CH:16][CH:17]=3)[NH:14][N:13]=[CH:12]4)[CH:30]=[CH:29][N:28]=2)[CH:62]=1. (5) Given the reactants [OH:1][C:2]1[CH:3]=[C:4]([CH:7]=[CH:8][CH:9]=1)[CH:5]=[O:6].[F:10][C:11]1[CH:16]=[CH:15][C:14](Br)=[CH:13][CH:12]=1.C([O-])([O-])=O.[K+].[K+], predict the reaction product. The product is: [F:10][C:11]1[CH:16]=[CH:15][C:14]([O:1][C:2]2[CH:3]=[C:4]([CH:7]=[CH:8][CH:9]=2)[CH:5]=[O:6])=[CH:13][CH:12]=1.